Dataset: NCI-60 drug combinations with 297,098 pairs across 59 cell lines. Task: Regression. Given two drug SMILES strings and cell line genomic features, predict the synergy score measuring deviation from expected non-interaction effect. (1) Drug 1: CCC1(CC2CC(C3=C(CCN(C2)C1)C4=CC=CC=C4N3)(C5=C(C=C6C(=C5)C78CCN9C7C(C=CC9)(C(C(C8N6C=O)(C(=O)OC)O)OC(=O)C)CC)OC)C(=O)OC)O.OS(=O)(=O)O. Drug 2: CC1=C2C(C(=O)C3(C(CC4C(C3C(C(C2(C)C)(CC1OC(=O)C(C(C5=CC=CC=C5)NC(=O)C6=CC=CC=C6)O)O)OC(=O)C7=CC=CC=C7)(CO4)OC(=O)C)O)C)OC(=O)C. Cell line: T-47D. Synergy scores: CSS=29.9, Synergy_ZIP=-0.795, Synergy_Bliss=-0.708, Synergy_Loewe=-4.29, Synergy_HSA=-0.525. (2) Drug 1: C1=C(C(=O)NC(=O)N1)F. Drug 2: CN1C(=O)N2C=NC(=C2N=N1)C(=O)N. Cell line: ACHN. Synergy scores: CSS=46.6, Synergy_ZIP=7.25, Synergy_Bliss=5.75, Synergy_Loewe=-6.91, Synergy_HSA=4.60.